This data is from Reaction yield outcomes from USPTO patents with 853,638 reactions. The task is: Predict the reaction yield, written as a fraction of the theoretical maximum amount of product (1.0 means a 100% yield; for example, 0.34 means a 34% yield). (1) The reactants are [NH2:1][C:2]1[S:3][CH:4]=[C:5]([CH2:7][C:8]([OH:10])=[O:9])[N:6]=1.[C:11]1([CH3:20])[C:12]([N:17]=[C:18]=[O:19])=[CH:13][CH:14]=[CH:15][CH:16]=1. The catalyst is CC(C)=O. The product is [C:11]1([CH3:20])[CH:16]=[CH:15][CH:14]=[CH:13][C:12]=1[NH:17][C:18](=[O:19])[NH:1][C:2]1[S:3][CH:4]=[C:5]([CH2:7][C:8]([OH:10])=[O:9])[N:6]=1. The yield is 0.660. (2) The reactants are [NH2:1][C:2]1[CH:7]=[C:6]([C:8]2[CH:38]=[CH:37][C:11]3[N:12]([C:15]4[S:19][C:18]([C:20]([O:22]C)=O)=[C:17]([O:24][C@@H:25]([C:27]5[CH:32]=[CH:31][CH:30]=[CH:29][C:28]=5[C:33]([F:36])([F:35])[F:34])[CH3:26])[CH:16]=4)[CH:13]=[N:14][C:10]=3[CH:9]=2)[CH:5]=[CH:4][N:3]=1.[NH3:39]. The catalyst is CO. The product is [NH2:1][C:2]1[CH:7]=[C:6]([C:8]2[CH:38]=[CH:37][C:11]3[N:12]([C:15]4[S:19][C:18]([C:20]([NH2:39])=[O:22])=[C:17]([O:24][C@@H:25]([C:27]5[CH:32]=[CH:31][CH:30]=[CH:29][C:28]=5[C:33]([F:34])([F:35])[F:36])[CH3:26])[CH:16]=4)[CH:13]=[N:14][C:10]=3[CH:9]=2)[CH:5]=[CH:4][N:3]=1. The yield is 0.820. (3) The product is [O:24]1[CH2:13][CH2:14][O:15][CH:16]1[C:17]1[CH:18]=[C:19]([NH:23][C:31](=[O:32])[C:30]2[CH:34]=[C:26]([CH3:25])[CH:27]=[N:28][CH:29]=2)[CH:20]=[CH:21][CH:22]=1. The reactants are CCN=C=NCCCN(C)C.Cl.[CH2:13]1[O:24][CH:16]([C:17]2[CH:22]=[CH:21][CH:20]=[C:19]([NH2:23])[CH:18]=2)[O:15][CH2:14]1.[CH3:25][C:26]1[CH:27]=[N:28][CH:29]=[C:30]([CH:34]=1)[C:31](O)=[O:32].C1C=CC2N(O)N=NC=2C=1.CCN(C(C)C)C(C)C. The catalyst is C(Cl)Cl.CN(C1C=CN=CC=1)C. The yield is 0.990.